From a dataset of Catalyst prediction with 721,799 reactions and 888 catalyst types from USPTO. Predict which catalyst facilitates the given reaction. (1) Reactant: [CH3:1][C:2]1[CH:3]=[CH:4][C:5]([C@H:8]2[CH2:10][C@@H:9]2[CH2:11][OH:12])=[N:6][CH:7]=1.[H-].[Na+].[Br:15][C:16]1[C:17](Cl)=[N:18][C:19]([CH3:22])=[N:20][CH:21]=1.C(=O)(O)[O-].[Na+]. Product: [Br:15][C:16]1[C:17]([O:12][CH2:11][C@H:9]2[CH2:10][C@@H:8]2[C:5]2[CH:4]=[CH:3][C:2]([CH3:1])=[CH:7][N:6]=2)=[N:18][C:19]([CH3:22])=[N:20][CH:21]=1. The catalyst class is: 1. (2) Reactant: [OH:1][CH2:2][CH2:3][CH2:4][C@H:5]1[C@H:9]([NH:10][S:11]([C:14]2[CH:19]=[CH:18][C:17]([N+:20]([O-:22])=[O:21])=[CH:16][CH:15]=2)(=[O:13])=[O:12])[CH2:8][N:7]([C:23]([O:25][C:26]([CH3:29])([CH3:28])[CH3:27])=[O:24])[CH2:6]1.Br[CH2:31][CH2:32][CH:33]([CH3:35])[CH3:34].C([O-])([O-])=O.[Cs+].[Cs+]. Product: [OH:1][CH2:2][CH2:3][CH2:4][C@H:5]1[C@H:9]([N:10]([CH2:31][CH2:32][CH:33]([CH3:35])[CH3:34])[S:11]([C:14]2[CH:15]=[CH:16][C:17]([N+:20]([O-:22])=[O:21])=[CH:18][CH:19]=2)(=[O:13])=[O:12])[CH2:8][N:7]([C:23]([O:25][C:26]([CH3:29])([CH3:28])[CH3:27])=[O:24])[CH2:6]1. The catalyst class is: 18.